This data is from Peptide-MHC class II binding affinity with 134,281 pairs from IEDB. The task is: Regression. Given a peptide amino acid sequence and an MHC pseudo amino acid sequence, predict their binding affinity value. This is MHC class II binding data. (1) The peptide sequence is RRIEEICMKVFAQYI. The MHC is DRB1_1101 with pseudo-sequence DRB1_1101. The binding affinity (normalized) is 0.390. (2) The peptide sequence is VALRTAVASVLSATV. The MHC is DRB1_0701 with pseudo-sequence DRB1_0701. The binding affinity (normalized) is 0.394. (3) The MHC is DRB3_0202 with pseudo-sequence DRB3_0202. The binding affinity (normalized) is 0.0937. The peptide sequence is TLTAFGFASADLIEI. (4) The peptide sequence is AFTVVLSGGTLIDTL. The MHC is DRB1_0301 with pseudo-sequence DRB1_0301. The binding affinity (normalized) is 0.0868.